This data is from Reaction yield outcomes from USPTO patents with 853,638 reactions. The task is: Predict the reaction yield, written as a fraction of the theoretical maximum amount of product (1.0 means a 100% yield; for example, 0.34 means a 34% yield). (1) The reactants are [CH:1]([CH:3]1[CH2:8][CH2:7][N:6]([C:9]([O:11][CH2:12][C:13]2[CH:18]=[CH:17][CH:16]=[CH:15][CH:14]=2)=[O:10])[CH2:5][CH2:4]1)=O.O.C1(C)C=CC(S(O)(=O)=O)=CC=1.C1C=CC=CC=1.[CH3:37][C:38](=[O:41])[CH:39]=[CH2:40]. No catalyst specified. The product is [O:41]=[C:38]1[CH2:39][CH2:40][C:3]2([CH2:8][CH2:7][N:6]([C:9]([O:11][CH2:12][C:13]3[CH:18]=[CH:17][CH:16]=[CH:15][CH:14]=3)=[O:10])[CH2:5][CH2:4]2)[CH:1]=[CH:37]1. The yield is 0.572. (2) The reactants are [C:1]([O:5][C:6]([NH:8][C@@H:9]1[C:27](=[O:28])[N:26]2[C@@H:22]([CH2:23][C@@H:24]([O:29][C:30]3[C:39]4[C:34](=[CH:35][CH:36]=[CH:37][CH:38]=4)[N:33]=[CH:32][CH:31]=3)[CH2:25]2)[C:21](=[O:40])[NH:20][C@@:19]2([C:41](O)=[O:42])[C@@H:17]([CH2:18]2)[CH:16]=[CH:15][CH2:14][CH2:13][CH2:12][CH2:11][CH2:10]1)=[O:7])([CH3:4])([CH3:3])[CH3:2].C1N=CN(C(N2C=NC=C2)=O)C=1.[CH:56]1([S:59]([NH2:62])(=[O:61])=[O:60])[CH2:58][CH2:57]1.C1CCN2C(=NCCC2)CC1.C(OC(=O)N[C@@H]1C(=O)N2[C@](C(N)=O)(C[C@@H](OC3C4C(=CC=CC=4)N=CC=3)C2)C(=O)N[C@]2(S(C3CC3)(=O)=O)[C@@H](C2)C=CCCCCC1)(C)(C)C. The catalyst is C1COCC1.CO.C(Cl)Cl. The product is [C:1]([O:5][C:6](=[O:7])[NH:8][C@@H:9]1[C:27](=[O:28])[N:26]2[C@@H:22]([CH2:23][C@@H:24]([O:29][C:30]3[C:39]4[C:34](=[CH:35][CH:36]=[CH:37][CH:38]=4)[N:33]=[CH:32][CH:31]=3)[CH2:25]2)[C:21](=[O:40])[NH:20][C@@:19]2([C:41]([NH:62][S:59]([CH:56]3[CH2:58][CH2:57]3)(=[O:61])=[O:60])=[O:42])[C@@H:17]([CH2:18]2)[CH:16]=[CH:15][CH2:14][CH2:13][CH2:12][CH2:11][CH2:10]1)([CH3:2])([CH3:3])[CH3:4]. The yield is 0.420. (3) The reactants are [F:1][C:2]1[CH:11]=[C:10]2[C:5]([CH:6]=[CH:7][C:8](=[O:33])[N:9]2[CH2:12][CH2:13][N:14]2[CH2:19][CH2:18][C@H:17]([OH:20])[C@H:16]([CH2:21][NH:22]C(=O)OCC3C=CC=CC=3)[CH2:15]2)=[CH:4][CH:3]=1. The catalyst is CCO.[OH-].[OH-].[Pd+2]. The product is [NH2:22][CH2:21][C@H:16]1[C@@H:17]([OH:20])[CH2:18][CH2:19][N:14]([CH2:13][CH2:12][N:9]2[C:10]3[C:5](=[CH:4][CH:3]=[C:2]([F:1])[CH:11]=3)[CH:6]=[CH:7][C:8]2=[O:33])[CH2:15]1. The yield is 0.960. (4) The reactants are [Cl:1][C:2]1[CH:3]=[N:4][C:5]2[NH:6][C:7]3[CH:8]=[CH:9][CH:10]=[C:11]([CH:23]=3)[CH2:12][NH:13][C:14]3[CH:22]=[C:18]([NH:19][C:20]=1[N:21]=2)[CH:17]=[CH:16][CH:15]=3.Cl.[N:25]1[CH:30]=[CH:29][CH:28]=[CH:27][C:26]=1[C:31](Cl)=[O:32]. No catalyst specified. The product is [Cl:1][C:2]1[CH:3]=[N:4][C:5]2[NH:6][C:7]3[CH:8]=[CH:9][CH:10]=[C:11]([CH:23]=3)[CH2:12][N:13]([C:31]([C:26]3[CH:27]=[CH:28][CH:29]=[CH:30][N:25]=3)=[O:32])[C:14]3[CH:22]=[C:18]([NH:19][C:20]=1[N:21]=2)[CH:17]=[CH:16][CH:15]=3. The yield is 0.290. (5) The reactants are [Cl:1][C:2]1[CH:7]=[C:6]([N+:8]([O-:10])=[O:9])[CH:5]=[CH:4][C:3]=1[CH2:11][C:12]([OH:14])=O.C1N=CN(C(N2C=NC=C2)=O)C=1.Cl.[O:28]([NH2:30])[CH3:29]. The catalyst is CN(C=O)C. The product is [Cl:1][C:2]1[CH:7]=[C:6]([N+:8]([O-:10])=[O:9])[CH:5]=[CH:4][C:3]=1[CH2:11][C:12]([NH:30][O:28][CH3:29])=[O:14]. The yield is 0.850. (6) The reactants are [N:1]1([C:7]([O:9][C:10]([CH3:13])([CH3:12])[CH3:11])=[O:8])[CH2:6][CH2:5][NH:4][CH2:3][CH2:2]1.[H-].[Na+].Cl[C:17]1[CH:22]=[CH:21][C:20]([N+:23]([O-:25])=[O:24])=[CH:19][N:18]=1. The catalyst is C1COCC1. The product is [N+:23]([C:20]1[CH:21]=[CH:22][C:17]([N:4]2[CH2:5][CH2:6][N:1]([C:7]([O:9][C:10]([CH3:13])([CH3:12])[CH3:11])=[O:8])[CH2:2][CH2:3]2)=[N:18][CH:19]=1)([O-:25])=[O:24]. The yield is 0.500. (7) No catalyst specified. The reactants are Br[C:2]1[CH:7]=[CH:6][C:5]2[C:8]3[CH2:13][CH2:12][N:11]([C:14]([O:16][C:17]([CH3:20])([CH3:19])[CH3:18])=[O:15])[CH2:10][C:9]=3[S:21][C:4]=2[CH:3]=1.[F:22][C:23]1[CH:24]=[CH:25][C:26]([CH2:29][O:30][C:31]2[CH:36]=[N:35][NH:34][C:33](=[O:37])[CH:32]=2)=[N:27][CH:28]=1. The yield is 0.690. The product is [F:22][C:23]1[CH:24]=[CH:25][C:26]([CH2:29][O:30][C:31]2[CH:36]=[N:35][N:34]([C:2]3[CH:7]=[CH:6][C:5]4[C:8]5[CH2:13][CH2:12][N:11]([C:14]([O:16][C:17]([CH3:20])([CH3:19])[CH3:18])=[O:15])[CH2:10][C:9]=5[S:21][C:4]=4[CH:3]=3)[C:33](=[O:37])[CH:32]=2)=[N:27][CH:28]=1.